From a dataset of Forward reaction prediction with 1.9M reactions from USPTO patents (1976-2016). Predict the product of the given reaction. (1) Given the reactants F[C:2]1[C:9]([C:10](=O)[C:11]2[CH:16]=[CH:15][CH:14]=[C:13]([F:17])[CH:12]=2)=[CH:8][C:5]([C:6]#[N:7])=[C:4]([O:19][CH3:20])[CH:3]=1.O.[NH2:22][NH2:23].O, predict the reaction product. The product is: [F:17][C:13]1[CH:12]=[C:11]([C:10]2[C:9]3[C:2](=[CH:3][C:4]([O:19][CH3:20])=[C:5]([C:6]#[N:7])[CH:8]=3)[NH:23][N:22]=2)[CH:16]=[CH:15][CH:14]=1. (2) Given the reactants [CH2:1]([O:4][CH2:5][CH2:6][O:7][C:8]1[CH:13]=[C:12]([Cl:14])[C:11]([CH2:15][C:16]2[CH:21]=[CH:20][C:19]([CH2:22][CH3:23])=[CH:18][CH:17]=2)=[CH:10][C:9]=1Br)[CH:2]=[CH2:3].[Li]CCCC.C[Si](C)(C)[O:32][C@@H:33]1[C@@H:38]([O:39][Si](C)(C)C)[C@H:37]([O:44][Si](C)(C)C)[C@@H:36]([CH2:49][O:50][Si](C)(C)C)[O:35][C:34]1=O.[SiH](CC)(CC)CC.B(F)(F)F.CCOCC, predict the reaction product. The product is: [CH2:1]([O:4][CH2:5][CH2:6][O:7][C:8]1[CH:13]=[C:12]([Cl:14])[C:11]([CH2:15][C:16]2[CH:21]=[CH:20][C:19]([CH2:22][CH3:23])=[CH:18][CH:17]=2)=[CH:10][C:9]=1[C@H:34]1[C@H:33]([OH:32])[C@@H:38]([OH:39])[C@H:37]([OH:44])[C@@H:36]([CH2:49][OH:50])[O:35]1)[CH:2]=[CH2:3]. (3) The product is: [CH2:32]([O:39][CH2:40][CH2:41][O:27][C:22]1[CH:23]=[CH:24][CH:25]=[CH:26][C:21]=1[C:17]1[CH:16]=[C:15]([F:28])[C:14]([CH:10]([O:11][CH2:12][CH3:13])[C:9]([NH:8][CH2:7][C:6]2[CH:5]=[CH:4][C:3]([C:1]#[N:2])=[CH:31][CH:30]=2)=[O:29])=[C:19]([F:20])[CH:18]=1)[C:33]1[CH:38]=[CH:37][CH:36]=[CH:35][CH:34]=1. Given the reactants [C:1]([C:3]1[CH:31]=[CH:30][C:6]([CH2:7][NH:8][C:9](=[O:29])[CH:10]([C:14]2[C:19]([F:20])=[CH:18][C:17]([C:21]3[CH:26]=[CH:25][CH:24]=[CH:23][C:22]=3[OH:27])=[CH:16][C:15]=2[F:28])[O:11][CH2:12][CH3:13])=[CH:5][CH:4]=1)#[N:2].[CH2:32]([O:39][CH2:40][CH2:41]O)[C:33]1[CH:38]=[CH:37][CH:36]=[CH:35][CH:34]=1.N(C(OCC)=O)=NC(OCC)=O.C1(P(C2C=CC=CC=2)C2C=CC=CC=2)C=CC=CC=1, predict the reaction product. (4) Given the reactants C(OC(=O)[NH:10][C@H:11]([C:23]([NH:25][CH2:26][CH:27]([OH:37])[CH2:28][NH:29][C:30]([O:32][C:33]([CH3:36])([CH3:35])[CH3:34])=[O:31])=[O:24])[CH2:12][CH2:13][CH2:14][NH:15][C:16]([O:18][C:19]([CH3:22])([CH3:21])[CH3:20])=[O:17])C1C=CC=CC=1, predict the reaction product. The product is: [C:19]([O:18][C:16]([NH:15][CH2:14][CH2:13][CH2:12][C@@H:11]([C:23]([NH:25][CH2:26][CH:27]([OH:37])[CH2:28][NH:29][C:30]([O:32][C:33]([CH3:36])([CH3:35])[CH3:34])=[O:31])=[O:24])[NH2:10])=[O:17])([CH3:22])([CH3:21])[CH3:20].